Dataset: Catalyst prediction with 721,799 reactions and 888 catalyst types from USPTO. Task: Predict which catalyst facilitates the given reaction. Reactant: [OH:1][C@H:2]1[C@H:9]2[C@H:5]([O:6][C:7]([CH3:11])([CH3:10])[O:8]2)[O:4][C@H:3]1[C:12](N1CCOCC1)=[O:13].C([Mg]Cl)(C)(C)C.Br[C:27]1[CH:32]=[CH:31][C:30]([CH3:33])=[C:29]([CH2:34][C:35]2[CH:40]=[CH:39][C:38]([Cl:41])=[CH:37][CH:36]=2)[CH:28]=1.C([Li])CCC. Product: [Cl:41][C:38]1[CH:37]=[CH:36][C:35]([CH2:34][C:29]2[CH:28]=[C:27]([C:12]([C@@H:3]3[O:4][C@H:5]4[O:6][C:7]([CH3:10])([CH3:11])[O:8][C@H:9]4[C@@H:2]3[OH:1])=[O:13])[CH:32]=[CH:31][C:30]=2[CH3:33])=[CH:40][CH:39]=1. The catalyst class is: 1.